This data is from Full USPTO retrosynthesis dataset with 1.9M reactions from patents (1976-2016). The task is: Predict the reactants needed to synthesize the given product. The reactants are: [CH3:1][O:2][CH2:3][CH2:4][O:5][CH2:6][CH2:7][O:8][C:9]1[CH:14]=[CH:13][CH:12]=[CH:11][C:10]=1[C:15]1[CH:19]=[CH:18][S:17][CH:16]=1.[Br:20]N1C(=O)CCC1=O. Given the product [Br:20][C:16]1[S:17][CH:18]=[CH:19][C:15]=1[C:10]1[CH:11]=[CH:12][CH:13]=[CH:14][C:9]=1[O:8][CH2:7][CH2:6][O:5][CH2:4][CH2:3][O:2][CH3:1], predict the reactants needed to synthesize it.